This data is from Catalyst prediction with 721,799 reactions and 888 catalyst types from USPTO. The task is: Predict which catalyst facilitates the given reaction. Reactant: ClC1C=[C:4]([CH:9]=[CH:10]C=1)[C:5]([O:7]O)=O.[C:12]([N:19]1CC=CC[CH2:20]1)([O:14][C:15]([CH3:18])([CH3:17])[CH3:16])=[O:13]. Product: [CH:5]12[O:7][CH:4]1[CH2:9][CH2:10][N:19]([C:12]([O:14][C:15]([CH3:18])([CH3:17])[CH3:16])=[O:13])[CH2:20]2. The catalyst class is: 4.